This data is from Full USPTO retrosynthesis dataset with 1.9M reactions from patents (1976-2016). The task is: Predict the reactants needed to synthesize the given product. (1) The reactants are: CN(C=[O:5])C.[CH2:6]([O:13][C:14]1[C:22]([O:23][CH3:24])=[CH:21][C:17]([C:18]([OH:20])=O)=[C:16]([N+:25]([O-:27])=[O:26])[CH:15]=1)[C:7]1[CH:12]=[CH:11][CH:10]=[CH:9][CH:8]=1.C(Cl)(=O)C(Cl)=O.Cl.[NH:35]1[CH2:40][CH2:39][CH2:38][CH2:37][C@H:36]1[C:41]([O:43][CH3:44])=[O:42]. Given the product [C:6]([O:13][C:14]1[C:22]([O:23][CH3:24])=[CH:21][C:17]([C:18]([N:35]2[CH2:40][CH2:39][CH2:38][CH2:37][C@@H:36]2[C:41]([O:43][CH3:44])=[O:42])=[O:20])=[C:16]([N+:25]([O-:27])=[O:26])[CH:15]=1)(=[O:5])[C:7]1[CH:8]=[CH:9][CH:10]=[CH:11][CH:12]=1, predict the reactants needed to synthesize it. (2) Given the product [CH2:1]([NH:8][C:9]1[CH:14]=[C:13]([NH:15][C:16]2[CH:21]=[CH:20][C:19]([N:22]3[CH2:27][CH2:26][N:25]([C:28](=[O:31])[CH2:29][N:8]([CH2:9][CH3:10])[CH2:1][CH3:2])[CH2:24][CH2:23]3)=[CH:18][CH:17]=2)[N:12]=[CH:11][C:10]=1[CH2:32][C:33]([NH2:35])=[O:34])[C:2]1[CH:7]=[CH:6][CH:5]=[CH:4][CH:3]=1, predict the reactants needed to synthesize it. The reactants are: [CH2:1]([NH:8][C:9]1[CH:14]=[C:13]([NH:15][C:16]2[CH:21]=[CH:20][C:19]([N:22]3[CH2:27][CH2:26][N:25]([C:28](=[O:31])[CH2:29]Cl)[CH2:24][CH2:23]3)=[CH:18][CH:17]=2)[N:12]=[CH:11][C:10]=1[CH2:32][C:33]([NH2:35])=[O:34])[C:2]1[CH:7]=[CH:6][CH:5]=[CH:4][CH:3]=1.C(=O)([O-])[O-].[K+].[K+].